Dataset: Forward reaction prediction with 1.9M reactions from USPTO patents (1976-2016). Task: Predict the product of the given reaction. (1) Given the reactants [C:1]([OH:9])(=O)[C:2]1[CH:7]=[CH:6][CH:5]=[N:4][CH:3]=1.Cl.C(N=C=NCCCN(C)C)C.[CH2:22]([N:29]1[C:33]([CH2:34][CH3:35])=[CH:32][C:31]([NH2:36])=[N:30]1)[C:23]1[CH:28]=[CH:27][CH:26]=[CH:25][CH:24]=1, predict the reaction product. The product is: [CH2:22]([N:29]1[C:33]([CH2:34][CH3:35])=[CH:32][C:31]([NH:36][C:1](=[O:9])[C:2]2[CH:7]=[CH:6][CH:5]=[N:4][CH:3]=2)=[N:30]1)[C:23]1[CH:24]=[CH:25][CH:26]=[CH:27][CH:28]=1. (2) Given the reactants [CH3:1][N:2]1[C:6]2[CH:7]=[CH:8][C:9]([C:11](O)=[O:12])=[CH:10][C:5]=2[N:4]=[C:3]1[NH:14][C:15]1[S:16][C:17]2[CH:23]=[C:22]([O:24][C:25]([F:28])([F:27])[F:26])[CH:21]=[CH:20][C:18]=2[N:19]=1.[C:29]([O:33][C:34](=[O:37])[CH2:35][NH2:36])([CH3:32])([CH3:31])[CH3:30].CN(C(ON1N=NC2C=CC=CC1=2)=[N+](C)C)C.F[P-](F)(F)(F)(F)F.CCN(C(C)C)C(C)C, predict the reaction product. The product is: [C:29]([O:33][C:34](=[O:37])[CH2:35][NH:36][C:11]([C:9]1[CH:8]=[CH:7][C:6]2[N:2]([CH3:1])[C:3]([NH:14][C:15]3[S:16][C:17]4[CH:23]=[C:22]([O:24][C:25]([F:28])([F:26])[F:27])[CH:21]=[CH:20][C:18]=4[N:19]=3)=[N:4][C:5]=2[CH:10]=1)=[O:12])([CH3:32])([CH3:31])[CH3:30].